Predict the product of the given reaction. From a dataset of Forward reaction prediction with 1.9M reactions from USPTO patents (1976-2016). (1) Given the reactants [CH2:1]([S:6](Cl)(=[O:8])=[O:7])[CH2:2][CH2:3][CH2:4][CH3:5].[CH2:10](N)[CH2:11][CH3:12].C([N:16](C(C)C)C(C)C)C, predict the reaction product. The product is: [CH2:10]([CH:1]([S:6]([NH2:16])(=[O:8])=[O:7])[CH2:2][CH2:3][CH2:4][CH3:5])[CH2:11][CH3:12]. (2) Given the reactants [N:1]([CH:4]([C:6]1[N:7]=[C:8]2[S:16][CH:15]=[C:14]([CH3:17])[N:9]2[C:10](=[O:13])[C:11]=1Br)[CH3:5])=[N+:2]=[N-:3].[F:18][C:19]1[CH:20]=[N:21][CH:22]=[C:23](B2OC(C)(C)C(C)(C)O2)[CH:24]=1.C(=O)([O-])[O-].[Na+].[Na+].O, predict the reaction product. The product is: [N:1]([CH:4]([C:6]1[N:7]=[C:8]2[S:16][CH:15]=[C:14]([CH3:17])[N:9]2[C:10](=[O:13])[C:11]=1[C:23]1[CH:22]=[N:21][CH:20]=[C:19]([F:18])[CH:24]=1)[CH3:5])=[N+:2]=[N-:3]. (3) Given the reactants [CH2:1]([O:4][N:5]([C@H:18]1[CH2:23][N:22](C(OC(C)(C)C)=O)[C@H:21]([C:31](=[O:33])[NH2:32])[CH:20]=[C:19]1[CH:34]([CH3:36])[CH3:35])[S:6]([C:9]1[CH:14]=[CH:13][CH:12]=[CH:11][C:10]=1[N+:15]([O-:17])=[O:16])(=[O:8])=[O:7])[CH:2]=[CH2:3].C(ON([C@H]1CN[C@H](C(N)=O)C=C1C)S(C1C=CC=CC=1[N+]([O-])=O)(=O)=O)C=C, predict the reaction product. The product is: [CH2:1]([O:4][N:5]([C@H:18]1[CH2:23][NH:22][C@H:21]([C:31]([NH2:32])=[O:33])[CH:20]=[C:19]1[CH:34]([CH3:36])[CH3:35])[S:6]([C:9]1[CH:14]=[CH:13][CH:12]=[CH:11][C:10]=1[N+:15]([O-:17])=[O:16])(=[O:8])=[O:7])[CH:2]=[CH2:3]. (4) Given the reactants [NH2:1][C:2]([C:4]1[CH:9]=[C:8]([C:10]([NH:12][CH2:13][C:14]([CH3:17])([CH3:16])[CH3:15])=[O:11])[CH:7]=[CH:6][C:5]=1[C:18]1[C:23]([CH3:24])=[C:22]([F:25])[CH:21]=[C:20]([C:26]([O:28]C(C)(C)C)=[O:27])[CH:19]=1)=[O:3].C([SiH](CC)CC)C.C(O)(C(F)(F)F)=O, predict the reaction product. The product is: [NH2:1][C:2]([C:4]1[CH:9]=[C:8]([C:10]([NH:12][CH2:13][C:14]([CH3:17])([CH3:16])[CH3:15])=[O:11])[CH:7]=[CH:6][C:5]=1[C:18]1[C:23]([CH3:24])=[C:22]([F:25])[CH:21]=[C:20]([C:26]([OH:28])=[O:27])[CH:19]=1)=[O:3]. (5) Given the reactants [Cl:1][C:2]1[CH:7]=[CH:6][CH:5]=[C:4]([Cl:8])[C:3]=1[CH:9]([O:12][Si:13]([CH2:18][CH3:19])([CH2:16][CH3:17])[CH2:14][CH3:15])[CH2:10][NH2:11].[CH2:20]1[C:22]2([CH2:27][CH2:26][CH:25]([CH:28]=O)[CH2:24][CH2:23]2)[CH2:21]1.CC(O)=O.[BH-](OC(C)=O)(OC(C)=O)OC(C)=O.[Na+], predict the reaction product. The product is: [Cl:1][C:2]1[CH:7]=[CH:6][CH:5]=[C:4]([Cl:8])[C:3]=1[CH:9]([O:12][Si:13]([CH2:16][CH3:17])([CH2:14][CH3:15])[CH2:18][CH3:19])[CH2:10][NH:11][CH2:28][CH:25]1[CH2:26][CH2:27][C:22]2([CH2:20][CH2:21]2)[CH2:23][CH2:24]1. (6) Given the reactants Cl[C:2]1[N:7]=[C:6]([NH:8][C@H:9]([C:11]2[N:12]([C:28]3[CH:33]=[CH:32][CH:31]=[CH:30][CH:29]=3)[C:13](=[O:27])[C:14]3[C:19]([CH:20]=2)=[CH:18][CH:17]=[CH:16][C:15]=3[C:21]2[CH:22]=[N:23][N:24]([CH3:26])[CH:25]=2)[CH3:10])[C:5]([I:34])=[CH:4][N:3]=1.[OH-].[NH4+:36], predict the reaction product. The product is: [NH2:36][C:2]1[N:7]=[C:6]([NH:8][C@H:9]([C:11]2[N:12]([C:28]3[CH:33]=[CH:32][CH:31]=[CH:30][CH:29]=3)[C:13](=[O:27])[C:14]3[C:19]([CH:20]=2)=[CH:18][CH:17]=[CH:16][C:15]=3[C:21]2[CH:22]=[N:23][N:24]([CH3:26])[CH:25]=2)[CH3:10])[C:5]([I:34])=[CH:4][N:3]=1. (7) The product is: [CH2:1]([O:3][C:4](=[O:14])[CH2:5][C:6]1[CH:11]=[CH:10][CH:9]=[C:8]([N:12]([CH3:13])[C:23]([O:25][C:26]([CH3:27])([CH3:28])[CH3:29])=[O:24])[CH:7]=1)[CH3:2]. Given the reactants [CH2:1]([O:3][C:4](=[O:14])[CH2:5][C:6]1[CH:11]=[CH:10][CH:9]=[C:8]([NH:12][CH3:13])[CH:7]=1)[CH3:2].[CH3:27][C:26]([O:25][C:23](O[C:23]([O:25][C:26]([CH3:29])([CH3:28])[CH3:27])=[O:24])=[O:24])([CH3:29])[CH3:28], predict the reaction product.